This data is from Reaction yield outcomes from USPTO patents with 853,638 reactions. The task is: Predict the reaction yield, written as a fraction of the theoretical maximum amount of product (1.0 means a 100% yield; for example, 0.34 means a 34% yield). (1) The reactants are [CH3:1][C@@H:2](OS(C)(=O)=O)[C:3]#[CH:4].[Cl:10][CH2:11][C:12]([C:14]1[CH:19]=[C:18]([F:20])[CH:17]=[CH:16][C:15]=1[F:21])=[O:13].C([Zn]CC)C.Cl. The catalyst is O1CCCC1.C1(C)C=CC=CC=1.[Pd](Cl)Cl.CC(CC#N)=N.C1(P(C2C=CC=CC=2)C2C=CC=CC=2)C=CC=CC=1.C(OC(=O)C)C. The product is [Cl:10][CH2:11][C@@:12]([C:14]1[CH:19]=[C:18]([F:20])[CH:17]=[CH:16][C:15]=1[F:21])([OH:13])[C@@H:3]([CH3:4])[C:2]#[CH:1]. The yield is 0.831. (2) The reactants are [CH3:1][C:2]([CH3:19])([CH3:18])[C:3]([NH:5][C:6]1[CH:7]=[N:8][C:9]([N:12]2[CH2:17][CH2:16][O:15][CH2:14][CH2:13]2)=[CH:10][CH:11]=1)=[O:4].CN(C)CCN(C)C.C([Li])CCC.[I:33]I.C(=O)=O.O.O.O.O.O.S([O-])([O-])(=O)=S.[Na+].[Na+]. The catalyst is O1CCCC1.CCCCCC.O.C(OCC)C. The product is [I:33][C:11]1[CH:10]=[C:9]([N:12]2[CH2:17][CH2:16][O:15][CH2:14][CH2:13]2)[N:8]=[CH:7][C:6]=1[NH:5][C:3](=[O:4])[C:2]([CH3:19])([CH3:18])[CH3:1]. The yield is 0.370. (3) The reactants are [Br:1][C:2]1[CH:3]=[C:4]([CH2:13][C@@H:14]([CH2:19][C:20]([O:22][CH3:23])=[O:21])[C:15]([O:17][CH3:18])=[O:16])[C:5]([CH2:11]O)=[C:6]2[C:10]=1[NH:9][N:8]=[CH:7]2.[Cl:24]CCl. The catalyst is S(Cl)(Cl)=O. The product is [Br:1][C:2]1[CH:3]=[C:4]([CH2:13][C@@H:14]([CH2:19][C:20]([O:22][CH3:23])=[O:21])[C:15]([O:17][CH3:18])=[O:16])[C:5]([CH2:11][Cl:24])=[C:6]2[C:10]=1[NH:9][N:8]=[CH:7]2. The yield is 0.990. (4) The reactants are [OH:1][CH2:2][CH2:3][C:4]1[CH:12]=[CH:11][CH:10]=[C:9]2[C:5]=1[CH2:6][C:7](=[O:13])[NH:8]2.[CH3:14][C:15]1[C:19]([C:20]([N:22]2[CH2:27][CH2:26][N:25]([CH3:28])[CH2:24][CH2:23]2)=[O:21])=[C:18]([CH3:29])[NH:17][C:16]=1[CH:30]=O. No catalyst specified. The product is [CH3:14][C:15]1[C:19]([C:20]([N:22]2[CH2:23][CH2:24][N:25]([CH3:28])[CH2:26][CH2:27]2)=[O:21])=[C:18]([CH3:29])[NH:17][C:16]=1[CH:30]=[C:6]1[C:5]2[C:9](=[CH:10][CH:11]=[CH:12][C:4]=2[CH2:3][CH2:2][OH:1])[NH:8][C:7]1=[O:13]. The yield is 0.550.